From a dataset of Full USPTO retrosynthesis dataset with 1.9M reactions from patents (1976-2016). Predict the reactants needed to synthesize the given product. (1) Given the product [C:1]([O:5][C:6]([NH:8][C@@:9]([CH3:14])([CH2:10][O:11][C:15](=[O:21])[CH2:16][CH2:17][CH2:18][CH2:19][CH3:20])[CH2:12][OH:13])=[O:7])([CH3:4])([CH3:3])[CH3:2], predict the reactants needed to synthesize it. The reactants are: [C:1]([O:5][C:6]([NH:8][C:9]([CH3:14])([CH2:12][OH:13])[CH2:10][OH:11])=[O:7])([CH3:4])([CH3:3])[CH3:2].[C:15](OC=C)(=[O:21])[CH2:16][CH2:17][CH2:18][CH2:19][CH3:20]. (2) Given the product [C:11]([O:15][C:16]([N:7]1[C:8]2[C:4](=[CH:3][C:2]([I:1])=[CH:10][CH:9]=2)[CH:5]=[CH:6]1)=[O:17])([CH3:14])([CH3:13])[CH3:12], predict the reactants needed to synthesize it. The reactants are: [I:1][C:2]1[CH:3]=[C:4]2[C:8](=[CH:9][CH:10]=1)[NH:7][CH:6]=[CH:5]2.[C:11]([O:15][C:16](O[C:16]([O:15][C:11]([CH3:14])([CH3:13])[CH3:12])=[O:17])=[O:17])([CH3:14])([CH3:13])[CH3:12]. (3) The reactants are: [C:1]([O:5][C:6]([N:8]1[CH2:13][CH2:12][N:11]([C:14]2[S:15][CH:16]=[C:17]([CH2:19]Cl)[N:18]=2)[CH2:10][CH2:9]1)=[O:7])([CH3:4])([CH3:3])[CH3:2].[CH3:21][S:22]([C:25]1[CH:30]=[CH:29][C:28]([OH:31])=[CH:27][CH:26]=1)(=[O:24])=[O:23].C([O-])([O-])=O.[K+].[K+]. Given the product [C:1]([O:5][C:6]([N:8]1[CH2:13][CH2:12][N:11]([C:14]2[S:15][CH:16]=[C:17]([CH2:19][O:31][C:28]3[CH:27]=[CH:26][C:25]([S:22]([CH3:21])(=[O:24])=[O:23])=[CH:30][CH:29]=3)[N:18]=2)[CH2:10][CH2:9]1)=[O:7])([CH3:4])([CH3:3])[CH3:2], predict the reactants needed to synthesize it. (4) Given the product [C:1]([C:5]1[CH:6]=[C:7]([C:14](=[O:16])[CH3:15])[CH:8]=[C:9]([O:13][CH2:18][CH2:19][CH2:20][O:21][CH:22]2[CH2:27][CH2:26][CH2:25][CH2:24][O:23]2)[C:10]=1[O:11][CH3:12])([CH3:4])([CH3:2])[CH3:3], predict the reactants needed to synthesize it. The reactants are: [C:1]([C:5]1[CH:6]=[C:7]([C:14](=[O:16])[CH3:15])[CH:8]=[C:9]([OH:13])[C:10]=1[O:11][CH3:12])([CH3:4])([CH3:3])[CH3:2].Br[CH2:18][CH2:19][CH2:20][O:21][CH:22]1[CH2:27][CH2:26][CH2:25][CH2:24][O:23]1.[H-].[Na+].CC(=O)OCC. (5) Given the product [Cl:12][C:19]1[CH:20]=[C:21]([C:24]([C:26]2[CH:35]=[C:34]([CH3:36])[C:29]3[NH:30][C:31](=[O:33])[O:32][C:28]=3[CH:27]=2)=[O:25])[C:22]([CH3:23])=[CH:17][N:18]=1, predict the reactants needed to synthesize it. The reactants are: CC1C2NC(=O)OC=2C=CC=1.[Cl-:12].[Cl-].[Cl-].[Al+3].Cl[C:17]1[C:22]([CH3:23])=[C:21]([C:24]([C:26]2[CH:35]=[C:34]([CH3:36])[C:29]3[NH:30][C:31](=[O:33])[O:32][C:28]=3[CH:27]=2)=[O:25])[CH:20]=[CH:19][N:18]=1. (6) The reactants are: C([O:8][CH2:9][C@H:10]([NH:22][C:23](=[O:40])[C@@H:24]([NH:30][C:31]1[O:32][C:33]2[CH:39]=[CH:38][CH:37]=[CH:36][C:34]=2[N:35]=1)[CH2:25][C:26]([CH3:29])([CH3:28])[CH3:27])[CH2:11][N:12]1[C:20]2[C:15](=[CH:16][C:17]([F:21])=[CH:18][CH:19]=2)[CH2:14][CH2:13]1)C1C=CC=CC=1.Cl.[H][H]. Given the product [F:21][C:17]1[CH:16]=[C:15]2[C:20](=[CH:19][CH:18]=1)[N:12]([CH2:11][C@@H:10]([NH:22][C:23](=[O:40])[C@@H:24]([NH:30][C:31]1[O:32][C:33]3[CH:39]=[CH:38][CH:37]=[CH:36][C:34]=3[N:35]=1)[CH2:25][C:26]([CH3:29])([CH3:28])[CH3:27])[CH2:9][OH:8])[CH2:13][CH2:14]2, predict the reactants needed to synthesize it.